From a dataset of Experimentally validated miRNA-target interactions with 360,000+ pairs, plus equal number of negative samples. Binary Classification. Given a miRNA mature sequence and a target amino acid sequence, predict their likelihood of interaction. (1) The miRNA is mmu-miR-7214-5p with sequence UGUUUUCUGGGUUGGAAUGAGAA. The protein sequence of the target gene is MTTTQDWIMIGGYGPESYNQQSSYQRALLEAAKDKMTEAISANLDLDLISNRFIVADFGCASGPNTFVAVQNIIDAVEEKYLRETGQNPEDNIEFQVLFNDLRINDFNTLFQTLPPGRRYFSAGVPGSFFNRVLPKQSFHIAVMSYAFLFTSKIPKGIMDRDSPLWNKDMQCTGFNPAVKKAYLEQYSIDTKNLLDARAEELMPGGLMLLLGSCMRDGVKMSETLKGTVMDFIGESLNDLAQKGVTEQEKVDTFKTSIYFAEQGEIRQIIEENGKFTIEAFEDIIHSKNEFPLDPKTLAI.... Result: 0 (no interaction). (2) The miRNA is mmu-miR-379-5p with sequence UGGUAGACUAUGGAACGUAGG. The protein sequence of the target gene is MESEGPPESESSEFFSQQEEENEEEEAQEPEETGPKNPLLQPALTGDVEGLQKIFEDPENPHHEQAMQLLLEEDIVGRNLLYAACMAGQSDVIRALAKYGVNLNEKTTRGYTLLHCAAAWGRLETLKALVELDVDIEALNFREERARDVAARYSQTECVEFLDWADARLTLKKYIAKVSLAVTDTEKGSGKLLKEDKNTILSACRAKNEWLETHTEASINELFEQRQQLEDIVTPIFTKMTTPCQVKSAKSVTSHDQKRSQDDTSN. Result: 0 (no interaction). (3) The miRNA is hsa-miR-510-5p with sequence UACUCAGGAGAGUGGCAAUCAC. The protein sequence of the target gene is MWKVSALLFVLGSASLWVLAEGASTGQPEDDTETTGLEGGVAMPGAEDDVVTPGTSEDRYKSGLTTLVATSVNSVTGIRIEDLPTSESTVHAQEQSPSATASNVATSHSTEKVDGDTQTTVEKDGLSTVTLVGIIVGVLLAIGFIGAIIVVVMRKMSGRYSP. Result: 1 (interaction). (4) The miRNA is mmu-miR-374c-5p with sequence AUAAUACAACCUGCUAAGUG. The protein sequence of the target gene is MPTMRRTVSEIRSRAEGYEKTDDVSEKTSLADQEEVRTIFINQPQLTKFCNNHVSTAKYNIITFLPRFLYSQFRRAANSFFLFIALLQQIPDVSPTGRYTTLVPLLFILAVAAIKEIIEDIKRHKADNAVNKKQTQVLRNGAWEIVHWEKVAVGEIVKVTNGEHLPADLISLSSSEPQAMCYIETSNLDGETNLKIRQGLPATSDIKDVDSLMRISGRIECESPNRHLYDFVGNIRLDGHGTVPLGADQILLRGAQLRNTQWVHGIVVYTGHDTKLMQNSTSPPLKLSNVERITNVQILI.... Result: 0 (no interaction).